From a dataset of Forward reaction prediction with 1.9M reactions from USPTO patents (1976-2016). Predict the product of the given reaction. Given the reactants [CH3:1][O:2][C:3]1[CH:8]=[CH:7][C:6]([NH:9][C:10]2[N:11]=[N:12][C:13]([CH:16]([NH:18][C:19]([C:21]3[S:22][CH:23]=[CH:24][CH:25]=3)=O)[CH3:17])=[CH:14][N:15]=2)=[CH:5][CH:4]=1.P(Cl)(Cl)(Cl)=O, predict the reaction product. The product is: [CH3:17][C:16]1[N:18]=[C:19]([C:21]2[S:22][CH:23]=[CH:24][CH:25]=2)[N:12]2[C:13]=1[CH:14]=[N:15][C:10]([NH:9][C:6]1[CH:7]=[CH:8][C:3]([O:2][CH3:1])=[CH:4][CH:5]=1)=[N:11]2.